Dataset: Peptide-MHC class I binding affinity with 185,985 pairs from IEDB/IMGT. Task: Regression. Given a peptide amino acid sequence and an MHC pseudo amino acid sequence, predict their binding affinity value. This is MHC class I binding data. The peptide sequence is RPRVTKQYIV. The MHC is HLA-B51:01 with pseudo-sequence HLA-B51:01. The binding affinity (normalized) is 0.104.